Dataset: Forward reaction prediction with 1.9M reactions from USPTO patents (1976-2016). Task: Predict the product of the given reaction. (1) Given the reactants [NH2:1][C:2]1[CH:7]=[CH:6][CH:5]=[CH:4][CH:3]=1.C(N(C(C)C)C(C)C)C.[C:17]1(=[CH:21][C:22](Cl)=[O:23])[CH2:20][CH2:19][CH2:18]1, predict the reaction product. The product is: [C:17]1(=[CH:21][C:22]([NH:1][C:2]2[CH:7]=[CH:6][CH:5]=[CH:4][CH:3]=2)=[O:23])[CH2:20][CH2:19][CH2:18]1. (2) Given the reactants [Cl:1][C:2]1[CH:7]=[CH:6][CH:5]=[C:4]([CH3:8])[C:3]=1[NH:9][C:10]1[NH:11][C:12]2[C:18]3[CH2:19][C:20]([CH3:23])([CH3:22])[O:21][C:17]=3[C:16]([C:24]([NH:26][C:27]3[CH:32]=[C:31]([C:33]([F:36])([F:35])[F:34])[CH:30]=[CH:29][C:28]=3[F:37])=[O:25])=[CH:15][C:13]=2[N:14]=1.[C:38]([OH:43])(=[O:42])[C:39]([OH:41])=[O:40], predict the reaction product. The product is: [C:38]([OH:43])(=[O:42])[C:39]([OH:41])=[O:40].[Cl:1][C:2]1[CH:7]=[CH:6][CH:5]=[C:4]([CH3:8])[C:3]=1[NH:9][C:10]1[NH:11][C:12]2[C:18]3[CH2:19][C:20]([CH3:22])([CH3:23])[O:21][C:17]=3[C:16]([C:24]([NH:26][C:27]3[CH:32]=[C:31]([C:33]([F:36])([F:34])[F:35])[CH:30]=[CH:29][C:28]=3[F:37])=[O:25])=[CH:15][C:13]=2[N:14]=1. (3) Given the reactants C(O)=O.[NH2:4][CH2:5][CH2:6][C:7]1[CH:31]=[CH:30][C:10]([NH:11][CH:12]2[CH2:17][CH2:16][N:15]([C:18]([NH:20][CH2:21][CH2:22][C:23]3[CH:28]=[CH:27][C:26]([F:29])=[CH:25][CH:24]=3)=[O:19])[CH2:14][CH2:13]2)=[CH:9][CH:8]=1.[SiH4].C([Si]([O:50][C:51]1[CH:56]=[CH:55][C:54]([O:57][CH2:58][CH:59]2[CH2:61][O:60]2)=[CH:53][CH:52]=1)(C1C=CC=CC=1)C1C=CC=CC=1)(C)(C)C, predict the reaction product. The product is: [F:29][C:26]1[CH:25]=[CH:24][C:23]([CH2:22][CH2:21][NH:20][C:18]([N:15]2[CH2:14][CH2:13][CH:12]([NH:11][C:10]3[CH:9]=[CH:8][C:7]([CH2:6][CH2:5][NH:4][CH2:61][C@H:59]([OH:60])[CH2:58][O:57][C:54]4[CH:55]=[CH:56][C:51]([OH:50])=[CH:52][CH:53]=4)=[CH:31][CH:30]=3)[CH2:17][CH2:16]2)=[O:19])=[CH:28][CH:27]=1. (4) Given the reactants [Br:1][C:2]1[CH:7]=[CH:6][C:5]([C:8](=[O:13])[C:9]([F:12])([F:11])[F:10])=[CH:4][CH:3]=1.[CH3:14][Mg]Br, predict the reaction product. The product is: [Br:1][C:2]1[CH:7]=[CH:6][C:5]([C:8]([OH:13])([CH3:14])[C:9]([F:11])([F:12])[F:10])=[CH:4][CH:3]=1. (5) The product is: [CH3:42][C:30]1[N:29]([CH2:28][C:25]2[CH:26]=[CH:27][C:22]([C:17]3[C:16]([C:14]([OH:15])=[O:13])=[CH:21][CH:20]=[CH:19][CH:18]=3)=[CH:23][CH:24]=2)[C:37]2[C:32]([C:31]=1[CH3:41])=[CH:33][C:34]([C:38](=[O:39])[NH:8][CH2:7][C:5]1[O:6][C:2]([CH3:1])=[CH:3][CH:4]=1)=[CH:35][CH:36]=2. Given the reactants [CH3:1][C:2]1[O:6][C:5]([CH2:7][NH2:8])=[CH:4][CH:3]=1.C([O:13][C:14]([C:16]1[CH:21]=[CH:20][CH:19]=[CH:18][C:17]=1[C:22]1[CH:27]=[CH:26][C:25]([CH2:28][N:29]2[C:37]3[C:32](=[CH:33][C:34]([C:38](O)=[O:39])=[CH:35][CH:36]=3)[C:31]([CH3:41])=[C:30]2[CH3:42])=[CH:24][CH:23]=1)=[O:15])(C)(C)C, predict the reaction product. (6) Given the reactants [O:1]1[CH2:6][CH2:5][CH2:4][CH2:3][CH:2]1[N:7]1[CH:11]=[C:10](B2OC(C)(C)C(C)(C)O2)[CH:9]=[N:8]1.Br[C:22]1[CH:23]=[C:24]2[C:28](=[CH:29][CH:30]=1)[N:27]([CH2:31][CH:32]1[CH2:37][CH2:36][N:35]([C:38]([O:40][CH2:41][C:42]3[CH:47]=[CH:46][CH:45]=[CH:44][CH:43]=3)=[O:39])[CH2:34][CH2:33]1)[CH:26]=[CH:25]2.C(=O)([O-])[O-].[K+].[K+], predict the reaction product. The product is: [O:1]1[CH2:6][CH2:5][CH2:4][CH2:3][CH:2]1[N:7]1[CH:11]=[CH:10][C:9]([C:22]2[CH:23]=[C:24]3[C:28](=[CH:29][CH:30]=2)[N:27]([CH2:31][CH:32]2[CH2:33][CH2:34][N:35]([C:38]([O:40][CH2:41][C:42]4[CH:47]=[CH:46][CH:45]=[CH:44][CH:43]=4)=[O:39])[CH2:36][CH2:37]2)[CH:26]=[CH:25]3)=[N:8]1.